Dataset: Forward reaction prediction with 1.9M reactions from USPTO patents (1976-2016). Task: Predict the product of the given reaction. (1) Given the reactants [CH3:1][CH2:2][CH:3]([N:5]1[N:10]=[CH:9][N:8]([C:11]2[CH:12]=[CH:13][C:14]([N:17]3[CH2:22][CH2:21][N:20]([C:23]4[CH:24]=[CH:25][C:26]([O:29][CH2:30][C@@H:31]5[O:35][C@:34]([C:42]6[CH:43]=[CH:44][C:45]([Cl:49])=[CH:46][C:47]=6[Cl:48])([CH2:36][N:37]6[N:41]=[CH:40][N:39]=[CH:38]6)[O:33][CH2:32]5)=[CH:27][CH:28]=4)[CH2:19][CH2:18]3)=[CH:15][CH:16]=2)[C:6]1=[O:7])[CH3:4], predict the reaction product. The product is: [CH3:1][CH2:2][CH:3]([N:5]1[N:10]=[CH:9][N:8]([C:11]2[CH:16]=[CH:15][C:14]([N:17]3[CH2:22][CH2:21][N:20]([C:23]4[CH:28]=[CH:27][C:26]([O:29][CH2:30][C@@H:31]5[O:35][C@:34]([C:42]6[CH:43]=[CH:44][C:45]([Cl:49])=[CH:46][C:47]=6[Cl:48])([CH2:36][N:37]6[N:41]=[CH:40][N:39]=[CH:38]6)[O:33][CH2:32]5)=[CH:25][CH:24]=4)[CH2:19][CH2:18]3)=[CH:13][CH:12]=2)[C:6]1=[O:7])[CH3:4].[CH3:25][C:26]([CH3:27])=[O:29]. (2) Given the reactants [N+:1]([C:4]1[CH:9]=[CH:8][C:7]([OH:10])=[C:6](CO)[CH:5]=1)([O-:3])=[O:2].S(Cl)([Cl:15])=O, predict the reaction product. The product is: [N+:1]([C:4]1[CH:9]=[CH:8][C:7]([OH:10])=[CH:6][CH:5]=1)([O-:3])=[O:2].[ClH:15]. (3) Given the reactants [CH3:1][O:2][C:3](=[O:22])[C@H:4]([OH:21])[CH2:5][NH:6][C:7]1[CH:8]=[C:9]2[C:13](=[CH:14][CH:15]=1)[N:12]([C:16]([CH3:19])([CH3:18])[CH3:17])[C:11](=[O:20])[CH2:10]2.[C:23](OCC)(=[O:25])C, predict the reaction product. The product is: [CH3:1][O:2][C:3]([C@@H:4]1[O:21][C:23](=[O:25])[N:6]([C:7]2[CH:8]=[C:9]3[C:13](=[CH:14][CH:15]=2)[N:12]([C:16]([CH3:19])([CH3:17])[CH3:18])[C:11](=[O:20])[CH2:10]3)[CH2:5]1)=[O:22]. (4) Given the reactants Cl[C:2]1[CH:7]=[C:6]([O:8][CH3:9])[N:5]=[CH:4][C:3]=1[C:10]1[N:14]([CH3:15])[N:13]=[C:12]([C:16]([NH:18][C:19]2[C:24]([F:25])=[CH:23][CH:22]=[CH:21][C:20]=2[F:26])=[O:17])[CH:11]=1.Cl.[CH3:28][NH:29][CH3:30].CCN(C(C)C)C(C)C, predict the reaction product. The product is: [F:26][C:20]1[CH:21]=[CH:22][CH:23]=[C:24]([F:25])[C:19]=1[NH:18][C:16]([C:12]1[CH:11]=[C:10]([C:3]2[CH:4]=[N:5][C:6]([O:8][CH3:9])=[CH:7][C:2]=2[N:29]([CH3:30])[CH3:28])[N:14]([CH3:15])[N:13]=1)=[O:17]. (5) The product is: [N:1]1[C:10]2[C:5](=[CH:6][CH:7]=[CH:8][CH:9]=2)[C:4]([CH2:11][OH:12])=[CH:3][CH:2]=1. Given the reactants [N:1]1[C:10]2[C:5](=[CH:6][CH:7]=[CH:8][CH:9]=2)[C:4]([CH:11]=[O:12])=[CH:3][CH:2]=1.[BH4-].[Na+].Cl, predict the reaction product. (6) Given the reactants Br[C:2]([CH3:13])([C:8]([O:10][CH2:11][CH3:12])=[O:9])[C:3]([O:5][CH2:6][CH3:7])=[O:4].[C:14](#[N:18])[CH2:15][C:16]#[N:17].CC(C)([O-])C.[K+].[Cl-].[NH4+], predict the reaction product. The product is: [C:16]([CH:15]([C:2]([CH3:13])([C:8]([O:10][CH2:11][CH3:12])=[O:9])[C:3]([O:5][CH2:6][CH3:7])=[O:4])[C:14]#[N:18])#[N:17]. (7) Given the reactants [N+:1]([C:4]1[C:5]([F:13])=[C:6]([CH:9]=[CH:10][C:11]=1[F:12])[C:7]#[N:8])([O-])=O.[ClH:14], predict the reaction product. The product is: [NH2:1][C:4]1[C:5]([F:13])=[C:6]([CH:9]=[CH:10][C:11]=1[F:12])[CH2:7][NH2:8].[ClH:14]. (8) Given the reactants [Br:1][C:2]1[C:3]([F:13])=[C:4]([OH:12])[C:5]([O:9][CH2:10][CH3:11])=[CH:6][C:7]=1[Br:8].CI.[C:16](=O)([O-])[O-].[K+].[K+].O, predict the reaction product. The product is: [Br:8][C:7]1[CH:6]=[C:5]([O:9][CH2:10][CH3:11])[C:4]([O:12][CH3:16])=[C:3]([F:13])[C:2]=1[Br:1]. (9) Given the reactants C([O:3][C:4]([C:6]1[CH:10]=[C:9]([C:11]2[N:12]=[C:13]([NH:16][C:17]([N:19]([CH2:28][CH2:29][CH:30]([C:37]3[CH:42]=[CH:41][CH:40]=[CH:39][CH:38]=3)[C:31]3[CH:36]=[CH:35][CH:34]=[CH:33][CH:32]=3)[CH2:20][CH2:21][N:22]3[CH2:27][CH2:26][O:25][CH2:24][CH2:23]3)=[O:18])[S:14][CH:15]=2)[O:8][N:7]=1)=[O:5])C.[OH-].[Na+].Cl, predict the reaction product. The product is: [C:37]1([CH:30]([C:31]2[CH:32]=[CH:33][CH:34]=[CH:35][CH:36]=2)[CH2:29][CH2:28][N:19]([CH2:20][CH2:21][N:22]2[CH2:27][CH2:26][O:25][CH2:24][CH2:23]2)[C:17](=[O:18])[NH:16][C:13]2[S:14][CH:15]=[C:11]([C:9]3[O:8][N:7]=[C:6]([C:4]([OH:5])=[O:3])[CH:10]=3)[N:12]=2)[CH:42]=[CH:41][CH:40]=[CH:39][CH:38]=1.